Dataset: Full USPTO retrosynthesis dataset with 1.9M reactions from patents (1976-2016). Task: Predict the reactants needed to synthesize the given product. (1) Given the product [C:16]([O:15][CH:9]([CH:5]([O:4][C:1](=[O:3])[CH3:2])[C:6]([Cl:21])=[O:7])[CH2:10][O:11][C:12](=[O:14])[CH3:13])(=[O:18])[CH3:17], predict the reactants needed to synthesize it. The reactants are: [C:1]([O:4][CH:5]([CH:9]([O:15][C:16](=[O:18])[CH3:17])[CH2:10][O:11][C:12](=[O:14])[CH3:13])[C:6](O)=[O:7])(=[O:3])[CH3:2].S(Cl)([Cl:21])=O. (2) Given the product [Cl:36][C:33]1[CH:32]=[CH:31][C:30]([CH:11]([CH:10]=[CH2:9])/[C:12](/[F:29])=[C:13](\[F:28])/[CH2:14][C:15]2[CH:20]=[CH:19][CH:18]=[C:17]([O:21][C:22]3[CH:27]=[CH:26][CH:25]=[CH:24][CH:23]=3)[CH:16]=2)=[CH:35][CH:34]=1, predict the reactants needed to synthesize it. The reactants are: C1(S([CH2:9][CH2:10][CH:11]([C:30]2[CH:35]=[CH:34][C:33]([Cl:36])=[CH:32][CH:31]=2)/[C:12](/[F:29])=[C:13](\[F:28])/[CH2:14][C:15]2[CH:20]=[CH:19][CH:18]=[C:17]([O:21][C:22]3[CH:27]=[CH:26][CH:25]=[CH:24][CH:23]=3)[CH:16]=2)=O)C=CC=CC=1. (3) Given the product [CH2:44]([O:51][C:52]1[CH:60]=[C:55]2[CH2:56][N:57]([C:29]([C:28]3[CH:32]=[CH:33][CH:34]=[C:26]([F:25])[CH:27]=3)=[O:31])[CH2:58][CH2:59][N:54]2[N:53]=1)[C:45]1[CH:46]=[CH:47][CH:48]=[CH:49][CH:50]=1, predict the reactants needed to synthesize it. The reactants are: F[P-](F)(F)(F)(F)F.N1(OC(N(C)C)=[N+](C)C)C2N=CC=CC=2N=N1.[F:25][C:26]1[CH:27]=[C:28]([CH:32]=[CH:33][CH:34]=1)[C:29]([OH:31])=O.CCN(C(C)C)C(C)C.[CH2:44]([O:51][C:52]1[CH:60]=[C:55]2[CH2:56][NH:57][CH2:58][CH2:59][N:54]2[N:53]=1)[C:45]1[CH:50]=[CH:49][CH:48]=[CH:47][CH:46]=1.